This data is from NCI-60 drug combinations with 297,098 pairs across 59 cell lines. The task is: Regression. Given two drug SMILES strings and cell line genomic features, predict the synergy score measuring deviation from expected non-interaction effect. (1) Cell line: HOP-92. Synergy scores: CSS=24.5, Synergy_ZIP=-9.39, Synergy_Bliss=-7.10, Synergy_Loewe=-15.3, Synergy_HSA=-6.32. Drug 1: C1=NC2=C(N1)C(=S)N=C(N2)N. Drug 2: CCCCCOC(=O)NC1=NC(=O)N(C=C1F)C2C(C(C(O2)C)O)O. (2) Drug 1: CN(C)N=NC1=C(NC=N1)C(=O)N. Drug 2: C1=CC(=CC=C1C#N)C(C2=CC=C(C=C2)C#N)N3C=NC=N3. Cell line: SK-MEL-28. Synergy scores: CSS=4.88, Synergy_ZIP=1.72, Synergy_Bliss=2.57, Synergy_Loewe=-0.127, Synergy_HSA=0.0692. (3) Drug 1: C1CN1C2=NC(=NC(=N2)N3CC3)N4CC4. Drug 2: C1=CC=C(C(=C1)C(C2=CC=C(C=C2)Cl)C(Cl)Cl)Cl. Cell line: T-47D. Synergy scores: CSS=35.7, Synergy_ZIP=-8.69, Synergy_Bliss=3.96, Synergy_Loewe=-32.8, Synergy_HSA=1.38. (4) Drug 1: CC12CCC3C(C1CCC2=O)CC(=C)C4=CC(=O)C=CC34C. Drug 2: C1CCC(C(C1)N)N.C(=O)(C(=O)[O-])[O-].[Pt+4]. Cell line: T-47D. Synergy scores: CSS=35.4, Synergy_ZIP=-6.65, Synergy_Bliss=0.651, Synergy_Loewe=1.14, Synergy_HSA=1.22. (5) Drug 1: C1C(C(OC1N2C=NC3=C(N=C(N=C32)Cl)N)CO)O. Drug 2: CN(CCCl)CCCl.Cl. Cell line: MCF7. Synergy scores: CSS=6.86, Synergy_ZIP=-4.35, Synergy_Bliss=-1.48, Synergy_Loewe=-8.05, Synergy_HSA=-2.45. (6) Drug 1: CCC1=CC2CC(C3=C(CN(C2)C1)C4=CC=CC=C4N3)(C5=C(C=C6C(=C5)C78CCN9C7C(C=CC9)(C(C(C8N6C)(C(=O)OC)O)OC(=O)C)CC)OC)C(=O)OC.C(C(C(=O)O)O)(C(=O)O)O. Drug 2: CC(C)NC(=O)C1=CC=C(C=C1)CNNC.Cl. Cell line: UACC62. Synergy scores: CSS=50.3, Synergy_ZIP=1.01, Synergy_Bliss=2.68, Synergy_Loewe=-50.7, Synergy_HSA=1.81.